From a dataset of Reaction yield outcomes from USPTO patents with 853,638 reactions. Predict the reaction yield, written as a fraction of the theoretical maximum amount of product (1.0 means a 100% yield; for example, 0.34 means a 34% yield). The reactants are [S:1]1[CH:5]=[CH:4][C:3]([C:6]2[C:11]([C:12]3[CH:16]=[CH:15][S:14][CH:13]=3)=[CH:10][C:9]([CH2:17][CH2:18][CH2:19][CH2:20][CH2:21][CH2:22][CH2:23][CH3:24])=[C:8]([CH2:25][CH2:26][CH2:27][CH2:28][CH2:29][CH2:30][CH2:31][CH3:32])[CH:7]=2)=[CH:2]1.II. The catalyst is C1(C)C=CC=CC=1.[Hg]. The product is [CH2:17]([C:9]1[CH:10]=[C:11]2[C:12]3[CH:16]=[CH:15][S:14][C:13]=3[C:2]3[S:1][CH:5]=[CH:4][C:3]=3[C:6]2=[CH:7][C:8]=1[CH2:25][CH2:26][CH2:27][CH2:28][CH2:29][CH2:30][CH2:31][CH3:32])[CH2:18][CH2:19][CH2:20][CH2:21][CH2:22][CH2:23][CH3:24]. The yield is 0.650.